The task is: Predict the reactants needed to synthesize the given product.. This data is from Full USPTO retrosynthesis dataset with 1.9M reactions from patents (1976-2016). (1) The reactants are: Cl[CH2:2][C:3]([N:5]1[CH2:10][CH2:9][CH:8]([CH2:11][C:12]2[CH:17]=[CH:16][C:15]([CH3:18])=[CH:14][CH:13]=2)[CH2:7][CH2:6]1)=[O:4].[NH2:19][C:20]1[CH:29]=[CH:28][C:23]2[NH:24][C:25](=[O:27])[O:26][C:22]=2[CH:21]=1. Given the product [CH3:18][C:15]1[CH:16]=[CH:17][C:12]([CH2:11][CH:8]2[CH2:9][CH2:10][N:5]([C:3](=[O:4])[CH2:2][NH:19][C:20]3[CH:29]=[CH:28][C:23]4[NH:24][C:25](=[O:27])[O:26][C:22]=4[CH:21]=3)[CH2:6][CH2:7]2)=[CH:13][CH:14]=1, predict the reactants needed to synthesize it. (2) Given the product [CH3:8][C:4]1[CH:5]=[CH:6][CH:7]=[C:2]([CH3:1])[C:3]=1[NH:9][C:10]1[C:18]2[C:13](=[N:14][C:15]([NH:19][C:20]3[CH:21]=[CH:22][CH:23]=[CH:24][CH:25]=3)=[N:16][CH:17]=2)[N:12]([CH2:26][CH2:27][CH:28]([OH:29])[CH3:30])[N:11]=1, predict the reactants needed to synthesize it. The reactants are: [CH3:1][C:2]1[CH:7]=[CH:6][CH:5]=[C:4]([CH3:8])[C:3]=1[NH:9][C:10]1[C:18]2[C:13](=[N:14][C:15]([NH:19][C:20]3[CH:25]=[CH:24][CH:23]=[CH:22][CH:21]=3)=[N:16][CH:17]=2)[N:12]([CH2:26][CH2:27][CH:28]2[CH2:30][O:29]2)[N:11]=1.C1COCC1.CC([BH-](C(C)C(C)C)C(C)C(C)C)C(C)C.[Li+].